From a dataset of Full USPTO retrosynthesis dataset with 1.9M reactions from patents (1976-2016). Predict the reactants needed to synthesize the given product. Given the product [Br:1][C:2]1[C:7]([CH3:8])=[C:6]2[C:5]([CH2:9][CH2:10][C:11]2=[O:13])=[C:4]([F:14])[CH:3]=1, predict the reactants needed to synthesize it. The reactants are: [Br:1][C:2]1[C:7]([CH3:8])=[CH:6][C:5]([CH2:9][CH2:10][C:11]([OH:13])=O)=[C:4]([F:14])[CH:3]=1.O=S(Cl)Cl.